From a dataset of Full USPTO retrosynthesis dataset with 1.9M reactions from patents (1976-2016). Predict the reactants needed to synthesize the given product. (1) Given the product [CH2:3]([N:10]1[CH2:24][CH2:25][CH2:26][N:27]([S:28]([C:31]2[CH:32]=[CH:33][CH:34]=[CH:35][CH:36]=2)(=[O:29])=[O:30])[CH2:41][C:39](=[CH2:38])[CH2:40][N:14]([S:15]([C:18]2[CH:23]=[CH:22][CH:21]=[CH:20][CH:19]=2)(=[O:17])=[O:16])[CH2:13][CH2:12][CH2:11]1)[C:4]1[CH:9]=[CH:8][CH:7]=[CH:6][CH:5]=1, predict the reactants needed to synthesize it. The reactants are: [H-].[Na+].[CH2:3]([N:10]([CH2:24][CH2:25][CH2:26][NH:27][S:28]([C:31]1[CH:36]=[CH:35][CH:34]=[CH:33][CH:32]=1)(=[O:30])=[O:29])[CH2:11][CH2:12][CH2:13][NH:14][S:15]([C:18]1[CH:23]=[CH:22][CH:21]=[CH:20][CH:19]=1)(=[O:17])=[O:16])[C:4]1[CH:9]=[CH:8][CH:7]=[CH:6][CH:5]=1.Cl[CH2:38][C:39]([CH2:41]Cl)=[CH2:40]. (2) Given the product [C:40]([O:39][C:37]([CH2:36][CH2:35][CH2:34][CH2:33][CH2:32][O:1][C:2]1[C:3]([C:16]2[CH:17]=[C:18]([CH:24]=[CH:25][C:26]([OH:28])=[O:27])[CH:19]=[CH:20][C:21]=2[O:22][CH3:23])=[CH:4][C:5]2[C:6]([CH3:15])([CH3:14])[CH2:7][CH2:8][C:9]([CH3:13])([CH3:12])[C:10]=2[CH:11]=1)=[O:38])([CH3:43])([CH3:42])[CH3:41], predict the reactants needed to synthesize it. The reactants are: [OH:1][C:2]1[C:3]([C:16]2[CH:17]=[C:18]([CH:24]=[CH:25][C:26]([O:28]CC)=[O:27])[CH:19]=[CH:20][C:21]=2[O:22][CH3:23])=[CH:4][C:5]2[C:6]([CH3:15])([CH3:14])[CH2:7][CH2:8][C:9]([CH3:13])([CH3:12])[C:10]=2[CH:11]=1.Br[CH2:32][CH2:33][CH2:34][CH2:35][CH2:36][C:37]([O:39][C:40]([CH3:43])([CH3:42])[CH3:41])=[O:38]. (3) The reactants are: [C:1]([C:5]1[CH:26]=[CH:25][C:8]([C:9]([NH:11][NH:12][C:13]([C:15]2[CH:24]=[CH:23][C:18]([C:19]([O:21][CH3:22])=[O:20])=[CH:17][CH:16]=2)=[O:14])=O)=[CH:7][CH:6]=1)([CH3:4])([CH3:3])[CH3:2]. Given the product [C:1]([C:5]1[CH:6]=[CH:7][C:8]([C:9]2[O:14][C:13]([C:15]3[CH:24]=[CH:23][C:18]([C:19]([O:21][CH3:22])=[O:20])=[CH:17][CH:16]=3)=[N:12][N:11]=2)=[CH:25][CH:26]=1)([CH3:4])([CH3:3])[CH3:2], predict the reactants needed to synthesize it. (4) Given the product [CH:23]([N:19]1[C:18]([C:12]2[N:11]=[C:10]3[C:9]4[CH:26]=[CH:27][C:6]([CH:4]5[CH2:3][N:2]([CH2:29][C:30]([NH2:32])=[O:31])[CH2:5]5)=[CH:7][C:8]=4[O:17][CH2:16][CH2:15][N:14]3[CH:13]=2)=[N:22][CH:21]=[N:20]1)([CH3:24])[CH3:25], predict the reactants needed to synthesize it. The reactants are: Cl.[NH:2]1[CH2:5][CH:4]([C:6]2[CH:27]=[CH:26][C:9]3[C:10]4[N:14]([CH2:15][CH2:16][O:17][C:8]=3[CH:7]=2)[CH:13]=[C:12]([C:18]2[N:19]([CH:23]([CH3:25])[CH3:24])[N:20]=[CH:21][N:22]=2)[N:11]=4)[CH2:3]1.Br[CH2:29][C:30]([NH2:32])=[O:31].CO. (5) Given the product [Cl:2][CH2:3][CH2:4][C:5]1[C:10](=[O:11])[N:9]2[CH2:12][CH2:13][CH2:14][CH:15]([OH:16])[C:8]2=[N:7][C:6]=1[CH3:17], predict the reactants needed to synthesize it. The reactants are: Cl.[Cl:2][CH2:3][CH2:4][C:5]1[C:10](=[O:11])[N:9]2[CH:12]=[CH:13][CH:14]=[C:15]([OH:16])[C:8]2=[N:7][C:6]=1[CH3:17].CO.C([O-])(=O)C.[Na+].